This data is from Peptide-MHC class I binding affinity with 185,985 pairs from IEDB/IMGT. The task is: Regression. Given a peptide amino acid sequence and an MHC pseudo amino acid sequence, predict their binding affinity value. This is MHC class I binding data. (1) The peptide sequence is WTQALRREL. The MHC is HLA-A24:02 with pseudo-sequence HLA-A24:02. The binding affinity (normalized) is 0. (2) The peptide sequence is ADTAACGDI. The MHC is H-2-Kk with pseudo-sequence H-2-Kk. The binding affinity (normalized) is 0.275. (3) The peptide sequence is SLLNATDIAV. The MHC is HLA-A24:02 with pseudo-sequence HLA-A24:02. The binding affinity (normalized) is 0. (4) The peptide sequence is KTFDHTLMS. The MHC is H-2-Kb with pseudo-sequence H-2-Kb. The binding affinity (normalized) is 0.207. (5) The peptide sequence is YWQVTWIPEW. The MHC is Mamu-B52 with pseudo-sequence Mamu-B52. The binding affinity (normalized) is 0.642. (6) The peptide sequence is SISGVLWTV. The MHC is HLA-A02:03 with pseudo-sequence HLA-A02:03. The binding affinity (normalized) is 0.732. (7) The peptide sequence is FNGTRAENR. The MHC is HLA-A03:01 with pseudo-sequence HLA-A03:01. The binding affinity (normalized) is 0.